Dataset: Catalyst prediction with 721,799 reactions and 888 catalyst types from USPTO. Task: Predict which catalyst facilitates the given reaction. (1) Reactant: [N+:1]([C:4]1[CH:9]=[CH:8][C:7]([CH2:10][CH2:11][S:12](Cl)(=[O:14])=[O:13])=[CH:6][CH:5]=1)([O-])=O.[CH:16]([NH2:19])([CH3:18])[CH3:17]. Product: [CH:16]([NH:19][S:12]([CH2:11][CH2:10][C:7]1[CH:8]=[CH:9][C:4]([NH2:1])=[CH:5][CH:6]=1)(=[O:14])=[O:13])([CH3:18])[CH3:17]. The catalyst class is: 1. (2) Reactant: [CH2:1]([N:3]([CH2:34][CH3:35])[C:4]([NH:6][C:7]1[C:8]([C:18]2[NH:22][C:21]3[CH:23]=[C:24]([N:28]4[CH2:33][CH2:32][O:31][CH2:30][CH2:29]4)[C:25]([F:27])=[CH:26][C:20]=3[N:19]=2)=[N:9][N:10](C2CCCCO2)[CH:11]=1)=[O:5])[CH3:2].FC(F)(F)C(O)=O. Product: [CH2:34]([N:3]([CH2:1][CH3:2])[C:4]([NH:6][C:7]1[C:8]([C:18]2[NH:22][C:21]3[CH:23]=[C:24]([N:28]4[CH2:29][CH2:30][O:31][CH2:32][CH2:33]4)[C:25]([F:27])=[CH:26][C:20]=3[N:19]=2)=[N:9][NH:10][CH:11]=1)=[O:5])[CH3:35]. The catalyst class is: 4. (3) Product: [ClH:34].[CH2:1]([O:3][C@H:4]1[CH2:9][CH2:8][C@H:7]([N:10]2[CH2:15][CH2:14][CH:13]([N:16]3[C:17]4[CH:22]=[C:21]([F:23])[CH:20]=[CH:19][C:18]=4[NH:24][C:35]3=[O:37])[CH2:12][CH2:11]2)[CH2:6][CH2:5]1)[CH3:2]. Reactant: [CH2:1]([O:3][C@H:4]1[CH2:9][CH2:8][C@H:7]([N:10]2[CH2:15][CH2:14][CH:13]([NH:16][C:17]3[C:18]([NH2:24])=[CH:19][CH:20]=[C:21]([F:23])[CH:22]=3)[CH2:12][CH2:11]2)[CH2:6][CH2:5]1)[CH3:2].C(N(C(C)C)CC)(C)C.[Cl:34][C:35](Cl)([O:37]C(=O)OC(Cl)(Cl)Cl)Cl.C([O-])(O)=O.[Na+]. The catalyst class is: 4. (4) Reactant: [C:1]([C:3]1[CH:8]=[CH:7][C:6]([C:9]2[N:13]3[CH:14]=[C:15]([C:18]4[CH:39]=[CH:38][C:21]([C:22]([N:24]5[CH2:29][CH2:28][CH:27]([NH:30]C(=O)OC(C)(C)C)[CH2:26][CH2:25]5)=[O:23])=[CH:20][CH:19]=4)[N:16]=[CH:17][C:12]3=[N:11][CH:10]=2)=[CH:5][CH:4]=1)#[N:2].[ClH:40].O1CCOCC1. Product: [ClH:40].[NH2:30][CH:27]1[CH2:26][CH2:25][N:24]([C:22]([C:21]2[CH:20]=[CH:19][C:18]([C:15]3[N:16]=[CH:17][C:12]4[N:13]([C:9]([C:6]5[CH:7]=[CH:8][C:3]([C:1]#[N:2])=[CH:4][CH:5]=5)=[CH:10][N:11]=4)[CH:14]=3)=[CH:39][CH:38]=2)=[O:23])[CH2:29][CH2:28]1. The catalyst class is: 2.